From a dataset of Catalyst prediction with 721,799 reactions and 888 catalyst types from USPTO. Predict which catalyst facilitates the given reaction. (1) Reactant: [NH2:1][C:2]1[CH:3]=[CH:4][C:5]([F:20])=[C:6]([C:8]([C:10]2[CH:11]=[C:12]3[C:17](=[CH:18][CH:19]=2)[N:16]=[CH:15][CH:14]=[N:13]3)=[O:9])[CH:7]=1.CCN(C(C)C)C(C)C.[F:30][C:31]1[CH:32]=[C:33]([CH:37]=[CH:38][CH:39]=1)[C:34](Cl)=[O:35]. Product: [F:30][C:31]1[CH:32]=[C:33]([CH:37]=[CH:38][CH:39]=1)[C:34]([NH:1][C:2]1[CH:3]=[CH:4][C:5]([F:20])=[C:6]([C:8]([C:10]2[CH:11]=[C:12]3[C:17](=[CH:18][CH:19]=2)[N:16]=[CH:15][CH:14]=[N:13]3)=[O:9])[CH:7]=1)=[O:35]. The catalyst class is: 1. (2) Reactant: [C:1](Cl)(=[O:5])[C:2](Cl)=O.CS(C)=O.CN([CH:22]([C:26]1[CH:31]=CC=C[CH:27]=1)CC=C)S(C1C=CC=CC=1)(=O)=O.[CH2:32]([N:34](CC)[CH2:35][CH3:36])[CH3:33].[C:39]([O:42]CC)(=[O:41])C. Product: [C:26]([O:42][C:39]([N:34]1[CH2:35][CH2:36][CH:2]([CH:1]=[O:5])[CH2:33][CH2:32]1)=[O:41])([CH3:22])([CH3:27])[CH3:31]. The catalyst class is: 2.